Dataset: NCI-60 drug combinations with 297,098 pairs across 59 cell lines. Task: Regression. Given two drug SMILES strings and cell line genomic features, predict the synergy score measuring deviation from expected non-interaction effect. Drug 1: C1=NC(=NC(=O)N1C2C(C(C(O2)CO)O)O)N. Drug 2: CN(C(=O)NC(C=O)C(C(C(CO)O)O)O)N=O. Cell line: HCC-2998. Synergy scores: CSS=17.2, Synergy_ZIP=3.66, Synergy_Bliss=15.0, Synergy_Loewe=-3.16, Synergy_HSA=7.20.